This data is from Forward reaction prediction with 1.9M reactions from USPTO patents (1976-2016). The task is: Predict the product of the given reaction. (1) Given the reactants Cl.[NH2:2][CH2:3][CH2:4][CH2:5][C:6]#[N:7].[F:8][C:9]1[CH:14]=[CH:13][C:12]([C:15]2[O:16][CH:17]=[C:18]([CH2:20][CH2:21][C:22](O)=[O:23])[N:19]=2)=[CH:11][CH:10]=1, predict the reaction product. The product is: [C:6]([CH2:5][CH2:4][CH2:3][NH:2][C:22](=[O:23])[CH2:21][CH2:20][C:18]1[N:19]=[C:15]([C:12]2[CH:13]=[CH:14][C:9]([F:8])=[CH:10][CH:11]=2)[O:16][CH:17]=1)#[N:7]. (2) Given the reactants C(N(CC)[C:4](=[O:11])[C:5]1[CH:10]=[CH:9][CH:8]=[N:7][CH:6]=1)C.P(Cl)(Cl)(Cl)=O.[CH2:19]([O:21][C:22]([C:24]1[S:28][C:27]2=[CH:29][N:30]=[CH:31][N:26]2[CH:25]=1)=[O:23])[CH3:20].C(=O)([O-])O.[Na+], predict the reaction product. The product is: [CH2:19]([O:21][C:22]([C:24]1[S:28][C:27]2=[C:29]([C:4]([C:5]3[CH:6]=[N:7][CH:8]=[CH:9][CH:10]=3)=[O:11])[N:30]=[CH:31][N:26]2[CH:25]=1)=[O:23])[CH3:20]. (3) Given the reactants [Cl:1][C:2]1[CH:3]=[C:4]([N:17]2[C:22](=[O:23])[NH:21][C:20](=[O:24])[CH:19]=[N:18]2)[CH:5]=[CH:6][C:7]=1[CH:8](Cl)[C:9]1[CH:14]=[CH:13][C:12]([Cl:15])=[CH:11][CH:10]=1.[CH3:25][N:26]1[CH2:31][CH2:30][NH:29][CH2:28][CH2:27]1, predict the reaction product. The product is: [Cl:1][C:2]1[CH:3]=[C:4]([N:17]2[C:22](=[O:23])[NH:21][C:20](=[O:24])[CH:19]=[N:18]2)[CH:5]=[CH:6][C:7]=1[CH:8]([C:9]1[CH:14]=[CH:13][C:12]([Cl:15])=[CH:11][CH:10]=1)[N:29]1[CH2:30][CH2:31][N:26]([CH3:25])[CH2:27][CH2:28]1. (4) Given the reactants [NH2:1][C:2]1[N:6]([CH3:7])[N:5]=[CH:4][C:3]=1[NH:8][C:9]([NH:11][C@H:12]1[CH2:16][CH2:15][N:14]([C:17]([O:19][C:20]([CH3:23])([CH3:22])[CH3:21])=[O:18])[CH2:13]1)=[O:10].C(N(C(C)C)C(C)C)C.[C:33](Cl)([C:46]1[CH:51]=[CH:50][CH:49]=[CH:48][CH:47]=1)([C:40]1[CH:45]=[CH:44][CH:43]=[CH:42][CH:41]=1)[C:34]1[CH:39]=[CH:38][CH:37]=[CH:36][CH:35]=1, predict the reaction product. The product is: [CH3:7][N:6]1[C:2]([NH:1][C:33]([C:34]2[CH:39]=[CH:38][CH:37]=[CH:36][CH:35]=2)([C:46]2[CH:47]=[CH:48][CH:49]=[CH:50][CH:51]=2)[C:40]2[CH:41]=[CH:42][CH:43]=[CH:44][CH:45]=2)=[C:3]([NH:8][C:9]([NH:11][C@H:12]2[CH2:16][CH2:15][N:14]([C:17]([O:19][C:20]([CH3:23])([CH3:22])[CH3:21])=[O:18])[CH2:13]2)=[O:10])[CH:4]=[N:5]1. (5) Given the reactants [CH3:1][C:2]1([CH3:23])[C:6]([CH3:8])([CH3:7])[O:5][B:4]([C:9]2[CH:14]=[CH:13][C:12]([NH:15]C(=O)OC(C)(C)C)=[CH:11][CH:10]=2)[O:3]1, predict the reaction product. The product is: [CH3:7][C:6]1([CH3:8])[C:2]([CH3:1])([CH3:23])[O:3][B:4]([C:9]2[CH:14]=[CH:13][C:12]([NH2:15])=[CH:11][CH:10]=2)[O:5]1. (6) Given the reactants Cl[C:2]1[N:7]=[CH:6][N:5]=[C:4]([CH2:8][N:9]2[CH:13]=[CH:12][N:11]=[C:10]2[C:14]2[CH:19]=[CH:18][CH:17]=[C:16]([F:20])[N:15]=2)[C:3]=1[CH2:21][CH2:22][CH3:23].[N-:24]=[N+:25]=[N-:26].[Na+], predict the reaction product. The product is: [N:24]([C:2]1[N:7]=[CH:6][N:5]=[C:4]([CH2:8][N:9]2[CH:13]=[CH:12][N:11]=[C:10]2[C:14]2[CH:19]=[CH:18][CH:17]=[C:16]([F:20])[N:15]=2)[C:3]=1[CH2:21][CH2:22][CH3:23])=[N+:25]=[N-:26].